From a dataset of Forward reaction prediction with 1.9M reactions from USPTO patents (1976-2016). Predict the product of the given reaction. (1) Given the reactants [CH2:1]([O:5][CH:6]([O:8][NH:9][C:10]([C:12]1[S:16][C:15]2[CH:17]=[C:18]([CH2:21][OH:22])[CH:19]=[CH:20][C:14]=2[CH:13]=1)=[O:11])[CH3:7])[CH:2]([CH3:4])[CH3:3], predict the reaction product. The product is: [CH2:1]([O:5][CH:6]([O:8][NH:9][C:10]([C:12]1[S:16][C:15]2[CH:17]=[C:18]([CH:21]=[O:22])[CH:19]=[CH:20][C:14]=2[CH:13]=1)=[O:11])[CH3:7])[CH:2]([CH3:4])[CH3:3]. (2) Given the reactants [NH2:1][C@@H:2]1[CH2:6][CH2:5][N:4]([CH2:7][C:8]2[C:17]([Cl:18])=[C:16]3[C:11]([C:12](=[O:33])[N:13]([CH2:20][C:21]4[CH:26]=[C:25]([Cl:27])[CH:24]=[CH:23][C:22]=4[S:28]([CH2:31][CH3:32])(=[O:30])=[O:29])[C:14](=[O:19])[NH:15]3)=[CH:10][C:9]=2[C:34]([F:37])([F:36])[F:35])[CH2:3]1, predict the reaction product. The product is: [Cl:18][C:17]1[C:8]([CH2:7][N:4]2[CH2:5][CH2:6][C@@H:2]([NH:1][CH2:9][C:34]([F:37])([F:36])[F:35])[CH2:3]2)=[C:9]([C:34]([F:35])([F:36])[F:37])[CH:10]=[C:11]2[C:16]=1[NH:15][C:14](=[O:19])[N:13]([CH2:20][C:21]1[CH:26]=[C:25]([Cl:27])[CH:24]=[CH:23][C:22]=1[S:28]([CH2:31][CH3:32])(=[O:30])=[O:29])[C:12]2=[O:33]. (3) Given the reactants [CH3:1][C:2]1[N:3]([CH2:14][CH2:15][N:16]2[CH2:20][CH2:19][CH2:18][CH2:17]2)[C:4]2[C:9]([CH:10]=1)=[CH:8][C:7]([N+:11]([O-])=O)=[CH:6][CH:5]=2, predict the reaction product. The product is: [CH3:1][C:2]1[N:3]([CH2:14][CH2:15][N:16]2[CH2:20][CH2:19][CH2:18][CH2:17]2)[C:4]2[C:9]([CH:10]=1)=[CH:8][C:7]([NH2:11])=[CH:6][CH:5]=2.